This data is from Peptide-MHC class I binding affinity with 185,985 pairs from IEDB/IMGT. The task is: Regression. Given a peptide amino acid sequence and an MHC pseudo amino acid sequence, predict their binding affinity value. This is MHC class I binding data. (1) The peptide sequence is AVRNAKAAV. The MHC is HLA-A69:01 with pseudo-sequence HLA-A69:01. The binding affinity (normalized) is 0.0847. (2) The peptide sequence is NPINVELSL. The MHC is Mamu-A07 with pseudo-sequence Mamu-A07. The binding affinity (normalized) is 0.0495. (3) The peptide sequence is GQFDSMLAK. The MHC is HLA-A26:01 with pseudo-sequence HLA-A26:01. The binding affinity (normalized) is 0.0847. (4) The peptide sequence is FLITGVFDI. The MHC is HLA-A68:02 with pseudo-sequence HLA-A68:02. The binding affinity (normalized) is 0.619. (5) The peptide sequence is LYFIKGLNNL. The MHC is HLA-A30:02 with pseudo-sequence HLA-A30:02. The binding affinity (normalized) is 0.343. (6) The MHC is HLA-B15:02 with pseudo-sequence HLA-B15:02. The binding affinity (normalized) is 0.0847. The peptide sequence is SLFVRSAGQ. (7) The peptide sequence is LSYSQTML. The MHC is H-2-Kb with pseudo-sequence H-2-Kb. The binding affinity (normalized) is 0.760. (8) The peptide sequence is PIPVGNIYRRW. The MHC is Mamu-A01 with pseudo-sequence Mamu-A01. The binding affinity (normalized) is 0.213. (9) The peptide sequence is AAERGPGQML. The MHC is HLA-A02:02 with pseudo-sequence HLA-A02:02. The binding affinity (normalized) is 0.793. (10) The peptide sequence is FSNFSTSHI. The MHC is HLA-A30:01 with pseudo-sequence HLA-A30:01. The binding affinity (normalized) is 0.175.